From a dataset of Reaction yield outcomes from USPTO patents with 853,638 reactions. Predict the reaction yield, written as a fraction of the theoretical maximum amount of product (1.0 means a 100% yield; for example, 0.34 means a 34% yield). (1) The reactants are [C:1]([CH:5]1[CH2:10][CH2:9][CH:8]([O:11][C:12]2[CH:13]=[C:14]3[C:19](=[CH:20][CH:21]=2)[CH:18]=[C:17]([CH:22]=O)[CH:16]=[CH:15]3)[CH2:7][CH2:6]1)([CH3:4])([CH3:3])[CH3:2].Cl.[C:25]([O:29][C:30](=[O:35])[CH2:31][CH2:32][CH2:33][NH2:34])([CH3:28])([CH3:27])[CH3:26].C(N(CC)CC)C.C(O[BH-](OC(=O)C)OC(=O)C)(=O)C.[Na+]. The catalyst is ClCCCl.ClCCl. The product is [C:25]([O:29][C:30](=[O:35])[CH2:31][CH2:32][CH2:33][NH:34][CH2:22][C:17]1[CH:16]=[CH:15][C:14]2[C:19](=[CH:20][CH:21]=[C:12]([O:11][C@H:8]3[CH2:9][CH2:10][C@H:5]([C:1]([CH3:4])([CH3:3])[CH3:2])[CH2:6][CH2:7]3)[CH:13]=2)[CH:18]=1)([CH3:28])([CH3:26])[CH3:27]. The yield is 0.500. (2) The reactants are [CH3:1][CH:2]1[CH2:7][C:6](=[O:8])[CH:5]=[C:4](B2OC(C)(C)C(C)(C)O2)[CH2:3]1.C([O-])([O-])=O.[Na+].[Na+].Cl[C:25]1[CH:30]=[CH:29][N:28]=[CH:27][C:26]=1[N+:31]([O-:33])=[O:32]. The catalyst is O1CCOCC1.C1C=CC(P(C2C=CC=CC=2)[C-]2C=CC=C2)=CC=1.C1C=CC(P(C2C=CC=CC=2)[C-]2C=CC=C2)=CC=1.Cl[Pd]Cl.[Fe+2].C(Cl)Cl. The product is [CH3:1][CH:2]1[CH2:7][C:6](=[O:8])[CH:5]=[C:4]([C:25]2[CH:30]=[CH:29][N:28]=[CH:27][C:26]=2[N+:31]([O-:33])=[O:32])[CH2:3]1. The yield is 0.480. (3) The reactants are [F:1][CH:2]([F:37])[C:3]1[N:7]([C:8]2[N:13]=[C:12]([N:14]3[CH2:19][CH2:18][O:17][CH2:16][CH2:15]3)[N:11]=[C:10]([N:20]3[CH2:25][CH2:24][N:23]([S:26]([CH:29]=[CH2:30])(=[O:28])=[O:27])[CH2:22][CH2:21]3)[N:9]=2)[C:6]2[CH:31]=[CH:32][CH:33]=[C:34]([O:35][CH3:36])[C:5]=2[N:4]=1.[OH:38][CH2:39][CH2:40][N:41]1[CH2:46][CH2:45][NH:44][CH2:43][CH2:42]1. The catalyst is O1CCOCC1. The product is [F:37][CH:2]([F:1])[C:3]1[N:7]([C:8]2[N:13]=[C:12]([N:14]3[CH2:15][CH2:16][O:17][CH2:18][CH2:19]3)[N:11]=[C:10]([N:20]3[CH2:21][CH2:22][N:23]([S:26]([CH2:29][CH2:30][N:44]4[CH2:45][CH2:46][N:41]([CH2:40][CH2:39][OH:38])[CH2:42][CH2:43]4)(=[O:28])=[O:27])[CH2:24][CH2:25]3)[N:9]=2)[C:6]2[CH:31]=[CH:32][CH:33]=[C:34]([O:35][CH3:36])[C:5]=2[N:4]=1. The yield is 0.720.